From a dataset of Full USPTO retrosynthesis dataset with 1.9M reactions from patents (1976-2016). Predict the reactants needed to synthesize the given product. (1) The reactants are: [F:1][C:2]([F:17])([F:16])[C:3]([CH:5]1[CH2:14][CH2:13][C:12]2[C:7](=[CH:8][CH:9]=[CH:10][CH:11]=2)[C:6]1=O)=O.[CH:18]1[C:23]([NH:24][NH2:25])=[CH:22][CH:21]=[C:20]([S:26]([NH2:29])(=[O:28])=[O:27])[CH:19]=1.Cl. Given the product [F:1][C:2]([F:17])([F:16])[C:3]1[C:5]2[CH2:14][CH2:13][C:12]3[CH:11]=[CH:10][CH:9]=[CH:8][C:7]=3[C:6]=2[N:24]([C:23]2[CH:18]=[CH:19][C:20]([S:26]([NH2:29])(=[O:28])=[O:27])=[CH:21][CH:22]=2)[N:25]=1, predict the reactants needed to synthesize it. (2) Given the product [N:1]1[CH:6]=[CH:5][CH:4]=[CH:3][C:2]=1[CH2:7][NH:8][C:10]1[C:11]2[CH:19]=[CH:18][CH:17]=[C:16]([C:20]([NH2:22])=[O:21])[C:12]=2[N:13]=[N:14][N:15]=1, predict the reactants needed to synthesize it. The reactants are: [N:1]1[CH:6]=[CH:5][CH:4]=[CH:3][C:2]=1[CH2:7][NH2:8].O[C:10]1[C:11]2[CH:19]=[CH:18][CH:17]=[C:16]([C:20]([NH2:22])=[O:21])[C:12]=2[N:13]=[N:14][N:15]=1.